From a dataset of Forward reaction prediction with 1.9M reactions from USPTO patents (1976-2016). Predict the product of the given reaction. (1) Given the reactants [N:1]1[N:5]2[CH:6]=[CH:7][C:8]([O-:10])=[N:9][C:4]2=[CH:3][CH:2]=1.[Na+], predict the reaction product. The product is: [N:1]1[N:5]2[CH:6]=[CH:7][C:8](=[O:10])[NH:9][C:4]2=[CH:3][CH:2]=1. (2) Given the reactants [Br:1][C:2]1[S:6][C:5]([CH3:7])=N[C:3]=1[C:8]([OH:10])=O.[CH3:11]CN(C(C)C)C(C)C.CN(C(ON1N=NC2C=CC=CC1=2)=[N+](C)C)C.[B-](F)(F)(F)F.[CH3:42][C:43]1[N:48]=[C:47]([NH2:49])[CH:46]=[CH:45][CH:44]=1, predict the reaction product. The product is: [CH3:42][C:43]1[N:48]=[C:47]([NH:49][C:8]([C:3]2[CH:11]=[C:5]([CH3:7])[S:6][C:2]=2[Br:1])=[O:10])[CH:46]=[CH:45][CH:44]=1.